From a dataset of Reaction yield outcomes from USPTO patents with 853,638 reactions. Predict the reaction yield, written as a fraction of the theoretical maximum amount of product (1.0 means a 100% yield; for example, 0.34 means a 34% yield). The reactants are [Cl:1][C:2]1[CH:3]=[CH:4][C:5]([C:8]2[CH:13]=[CH:12][N:11]([C:14]3[CH:15]=[CH:16][C:17]4[C:18]5[CH2:27][N:26](C(OC(C)(C)C)=O)[CH2:25][CH2:24][C:19]=5[N:20]([CH3:23])[C:21]=4[CH:22]=3)[C:10](=[O:35])[CH:9]=2)=[N:6][CH:7]=1.C1(N)C(F)=C(F)C(F)=C(N)C=1F.[ClH:48].Cl. No catalyst specified. The product is [ClH:1].[ClH:48].[Cl:1][C:2]1[CH:3]=[CH:4][C:5]([C:8]2[CH:13]=[CH:12][N:11]([C:14]3[CH:15]=[CH:16][C:17]4[C:18]5[CH2:27][NH:26][CH2:25][CH2:24][C:19]=5[N:20]([CH3:23])[C:21]=4[CH:22]=3)[C:10](=[O:35])[CH:9]=2)=[N:6][CH:7]=1. The yield is 0.540.